This data is from Reaction yield outcomes from USPTO patents with 853,638 reactions. The task is: Predict the reaction yield, written as a fraction of the theoretical maximum amount of product (1.0 means a 100% yield; for example, 0.34 means a 34% yield). (1) The yield is 0.750. The product is [OH:6][CH:5]([CH2:4][OH:3])[CH2:7][O:8][C:9]1[CH:10]=[C:11]([NH:15][C:16]([C:18]2[C:19]3[N:20]([CH:24]=[C:25]([C:27]4[CH:32]=[CH:31][CH:30]=[C:29]([C:33]([F:35])([F:36])[F:34])[CH:28]=4)[N:26]=3)[CH:21]=[CH:22][CH:23]=2)=[O:17])[CH:12]=[CH:13][CH:14]=1. The catalyst is CO.Cl. The reactants are CC1(C)[O:6][CH:5]([CH2:7][O:8][C:9]2[CH:10]=[C:11]([NH:15][C:16]([C:18]3[C:19]4[N:20]([CH:24]=[C:25]([C:27]5[CH:32]=[CH:31][CH:30]=[C:29]([C:33]([F:36])([F:35])[F:34])[CH:28]=5)[N:26]=4)[CH:21]=[CH:22][CH:23]=3)=[O:17])[CH:12]=[CH:13][CH:14]=2)[CH2:4][O:3]1. (2) The reactants are Cl[C:2]1[CH:7]=[CH:6][C:5]([NH:8][N:9]=[C:10]([C:16](=[O:18])[CH3:17])[C:11]([O:13][CH2:14][CH3:15])=[O:12])=[CH:4][CH:3]=1.[CH:19](C1C=CC(N)=CC=1)([CH3:21])[CH3:20]. No catalyst specified. The product is [CH:19]([C:2]1[CH:7]=[CH:6][C:5]([NH:8][N:9]=[C:10]([C:16](=[O:18])[CH3:17])[C:11]([O:13][CH2:14][CH3:15])=[O:12])=[CH:4][CH:3]=1)([CH3:21])[CH3:20]. The yield is 0.990. (3) The reactants are C[O:2][C:3](=[O:36])[CH:4]([CH2:24][CH:25]=[CH:26][CH2:27][P:28]([O:33]CC)([O:30][CH2:31][CH3:32])=[O:29])[CH2:5][C:6]([CH3:23])=[CH:7][CH2:8][C:9]1[C:10]([OH:22])=[C:11]2[C:15](=[C:16]([CH3:20])[C:17]=1[O:18][CH3:19])[CH2:14][O:13][C:12]2=[O:21].[OH-].[Li+]. The catalyst is CO.O. The product is [CH2:31]([O:30][P:28]([CH2:27][CH:26]=[CH:25][CH2:24][CH:4]([CH2:5][C:6]([CH3:23])=[CH:7][CH2:8][C:9]1[C:10]([OH:22])=[C:11]2[C:15](=[C:16]([CH3:20])[C:17]=1[O:18][CH3:19])[CH2:14][O:13][C:12]2=[O:21])[C:3]([OH:36])=[O:2])([OH:33])=[O:29])[CH3:32]. The yield is 0.890. (4) The reactants are B.O1CCCC1.[Cl:7][C:8]1[CH:13]=[CH:12][C:11]([CH:14]2[CH2:19][N:18]([CH2:20][CH2:21][CH3:22])[C:17](=O)[CH2:16][O:15]2)=[CH:10][C:9]=1[O:24][CH3:25]. The yield is 0.990. The catalyst is C1COCC1. The product is [Cl:7][C:8]1[CH:13]=[CH:12][C:11]([CH:14]2[CH2:19][N:18]([CH2:20][CH2:21][CH3:22])[CH2:17][CH2:16][O:15]2)=[CH:10][C:9]=1[O:24][CH3:25]. (5) The reactants are [CH2:1]([O:8][C:9]1[CH:14]=[CH:13][C:12]([F:15])=[CH:11][C:10]=1[F:16])[C:2]1[CH:7]=[CH:6][CH:5]=[CH:4][CH:3]=1.[C:17](=O)=[O:18].CC(C)=O.C([Li])CCC.CN(C)C=O. The catalyst is O1CCCC1.O. The product is [CH2:1]([O:8][C:9]1[C:10]([F:16])=[C:11]([C:12]([F:15])=[CH:13][CH:14]=1)[CH:17]=[O:18])[C:2]1[CH:3]=[CH:4][CH:5]=[CH:6][CH:7]=1. The yield is 0.740.